This data is from TCR-epitope binding with 47,182 pairs between 192 epitopes and 23,139 TCRs. The task is: Binary Classification. Given a T-cell receptor sequence (or CDR3 region) and an epitope sequence, predict whether binding occurs between them. (1) The epitope is VLAWLYAAV. The TCR CDR3 sequence is CATSDRPGVAGGDTQYF. Result: 1 (the TCR binds to the epitope). (2) The epitope is IPRRNVATL. The TCR CDR3 sequence is CSARDSSGGAKNIQYF. Result: 0 (the TCR does not bind to the epitope). (3) The epitope is RQLLFVVEV. The TCR CDR3 sequence is CATSDPPGRGGNYEQYF. Result: 1 (the TCR binds to the epitope).